This data is from Forward reaction prediction with 1.9M reactions from USPTO patents (1976-2016). The task is: Predict the product of the given reaction. (1) Given the reactants [CH2:1]([O:5][C:6]1[CH:14]=[CH:13][C:9]([C:10]([OH:12])=O)=[CH:8][CH:7]=1)[CH2:2][CH2:3][CH3:4].[B-](F)(F)(F)F.CCOC(C(C#N)=NOC(N(C)C)=[N+](C)C)=O.C(N(CC)C(C)C)(C)C.[CH3:46][N:47]([CH3:63])[CH:48]1[CH2:52][CH2:51][N:50]([C:53]2[CH:62]=[CH:61][C:56]([C:57]([NH:59][NH2:60])=[O:58])=[CH:55][CH:54]=2)[CH2:49]1, predict the reaction product. The product is: [CH2:1]([O:5][C:6]1[CH:7]=[CH:8][C:9]([C:10]([NH:60][NH:59][C:57](=[O:58])[C:56]2[CH:55]=[CH:54][C:53]([N:50]3[CH2:51][CH2:52][CH:48]([N:47]([CH3:46])[CH3:63])[CH2:49]3)=[CH:62][CH:61]=2)=[O:12])=[CH:13][CH:14]=1)[CH2:2][CH2:3][CH3:4]. (2) Given the reactants [Cl-:1].[C@H:2]1([CH2:15][NH+:16]([CH3:18])[CH3:17])[C:14]2[N:6]([N:7]=[C:8]3[C:13]=2[CH:12]=[CH:11][CH:10]=[CH:9]3)[CH2:5][CH2:4][O:3]1.Cl.N1CC[CH2:22][C@H:21]1C1C2N(N=C3C=2C=CC=C3)CCO1, predict the reaction product. The product is: [ClH:1].[CH3:17][N:16]1[CH2:18][CH2:22][CH2:21][C@H:15]1[CH:2]1[C:14]2[N:6]([N:7]=[C:8]3[C:13]=2[CH:12]=[CH:11][CH:10]=[CH:9]3)[CH2:5][CH2:4][O:3]1. (3) Given the reactants S(=O)(=O)(O)O.ClC1C=CC=CC=1C[N:10]1[C:18]2[C:17](=[O:19])[N:16]([CH3:20])[C:15](=[O:21])[N:14]([CH3:22])[C:13]=2[C:12](C#N)=[C:11]1[N:25]1[CH2:30][CH2:29][CH2:28][C@@H:27]([NH:31][C:32](=[O:38])[O:33][C:34]([CH3:37])([CH3:36])[CH3:35])[CH2:26]1.C(=O)([O-])[O-].[K+].[K+], predict the reaction product. The product is: [CH3:22][N:14]1[C:13]2[CH:12]=[C:11]([N:25]3[CH2:30][CH2:29][CH2:28][C@@H:27]([NH:31][C:32](=[O:38])[O:33][C:34]([CH3:37])([CH3:36])[CH3:35])[CH2:26]3)[NH:10][C:18]=2[C:17](=[O:19])[N:16]([CH3:20])[C:15]1=[O:21]. (4) Given the reactants CCC[CH2:4][CH2:5][CH3:6].[CH2:7]([OH:9])C.C([NH:12]CC)C.[Cl:15][C:16]1[CH:17]=[C:18]([C:22](=[O:26])[C@@H:23](O)[CH3:24])[CH:19]=[CH:20][CH:21]=1, predict the reaction product. The product is: [CH3:24][C@H:23]1[NH:12][C:5]([CH3:4])([CH3:6])[CH2:7][O:9][C@:22]1([OH:26])[C:18]1[CH:19]=[CH:20][CH:21]=[C:16]([Cl:15])[CH:17]=1. (5) Given the reactants [C:1]([O:5][C:6]([N:8]([C:37]([O:39][C:40]([CH3:43])([CH3:42])[CH3:41])=[O:38])[C:9]1[C:14]([C:15]2[O:19][C:18]([C:20]3[CH:25]=[CH:24][C:23]([CH2:26][N:27]([CH3:35])[C:28](=[O:34])[O:29][C:30]([CH3:33])([CH3:32])[CH3:31])=[CH:22][CH:21]=3)=[N:17][N:16]=2)=[CH:13][C:12](Br)=[CH:11][N:10]=1)=[O:7])([CH3:4])([CH3:3])[CH3:2].[B:44]1([B:44]2[O:48][C:47]([CH3:50])([CH3:49])[C:46]([CH3:52])([CH3:51])[O:45]2)[O:48][C:47]([CH3:50])([CH3:49])[C:46]([CH3:52])([CH3:51])[O:45]1.CC([O-])=O.[K+].C(Cl)Cl, predict the reaction product. The product is: [C:1]([O:5][C:6]([N:8]([C:37]([O:39][C:40]([CH3:43])([CH3:42])[CH3:41])=[O:38])[C:9]1[C:14]([C:15]2[O:19][C:18]([C:20]3[CH:25]=[CH:24][C:23]([CH2:26][N:27]([CH3:35])[C:28](=[O:34])[O:29][C:30]([CH3:33])([CH3:32])[CH3:31])=[CH:22][CH:21]=3)=[N:17][N:16]=2)=[CH:13][C:12]([B:44]2[O:48][C:47]([CH3:50])([CH3:49])[C:46]([CH3:52])([CH3:51])[O:45]2)=[CH:11][N:10]=1)=[O:7])([CH3:4])([CH3:3])[CH3:2].